From a dataset of Full USPTO retrosynthesis dataset with 1.9M reactions from patents (1976-2016). Predict the reactants needed to synthesize the given product. (1) Given the product [CH3:1][CH2:2][CH:3]([N:5]1[N:10]=[CH:9][N:8]([C:11]2[CH:16]=[CH:15][C:14]([N:17]3[CH2:22][CH2:21][N:20]([C:23]4[CH:28]=[CH:27][C:26]([O:29][CH2:30][C@@H:31]5[O:35][C@:34]([C:42]6[CH:43]=[CH:44][C:45]([Cl:49])=[CH:46][C:47]=6[Cl:48])([CH2:36][N:37]6[N:41]=[CH:40][N:39]=[CH:38]6)[O:33][CH2:32]5)=[CH:25][CH:24]=4)[CH2:19][CH2:18]3)=[CH:13][CH:12]=2)[C:6]1=[O:7])[CH3:4].[CH2:1]=[C:51]([CH2:52][CH2:53][CH2:54][CH2:55][CH2:56][CH3:57])[C:50]([O-:59])=[O:58], predict the reactants needed to synthesize it. The reactants are: [CH3:1][CH2:2][CH:3]([N:5]1[N:10]=[CH:9][N:8]([C:11]2[CH:12]=[CH:13][C:14]([N:17]3[CH2:22][CH2:21][N:20]([C:23]4[CH:24]=[CH:25][C:26]([O:29][CH2:30][C@@H:31]5[O:35][C@:34]([C:42]6[CH:43]=[CH:44][C:45]([Cl:49])=[CH:46][C:47]=6[Cl:48])([CH2:36][N:37]6[N:41]=[CH:40][N:39]=[CH:38]6)[O:33][CH2:32]5)=[CH:27][CH:28]=4)[CH2:19][CH2:18]3)=[CH:15][CH:16]=2)[C:6]1=[O:7])[CH3:4].[C:50]([O:59]CCl)(=[O:58])[CH2:51][CH2:52][CH2:53][CH2:54][CH2:55][CH2:56][CH3:57].[I-].[Na+]. (2) Given the product [C:12]1([C:2]2[CH:3]=[C:4]3[C:8](=[CH:9][CH:10]=2)[NH:7][C:6](=[O:11])[CH2:5]3)[CH:17]=[CH:16][CH:15]=[CH:14][CH:13]=1, predict the reactants needed to synthesize it. The reactants are: Br[C:2]1[CH:3]=[C:4]2[C:8](=[CH:9][CH:10]=1)[NH:7][C:6](=[O:11])[CH2:5]2.[C:12]1(B(O)O)[CH:17]=[CH:16][CH:15]=[CH:14][CH:13]=1.C(=O)([O-])[O-].[Na+].[Na+].C1(C)C=CC=CC=1. (3) Given the product [OH:23][C:20]1[N:22]=[C:10]([C:7]2[CH:8]=[CH:9][C:4]([C:3]([OH:17])=[O:2])=[CH:5][CH:6]=2)[CH:11]=[CH:12][N:19]=1, predict the reactants needed to synthesize it. The reactants are: C[O:2][C:3](=[O:17])[C:4]1[CH:9]=[CH:8][C:7]([C:10](=O)[CH:11]=[CH:12]N(C)C)=[CH:6][CH:5]=1.Cl.[NH2:19][C:20]([NH2:22])=N.[OH-:23].[Na+]. (4) Given the product [CH3:8][C:6]1([CH3:7])[C:2]([CH3:16])([CH3:1])[O:3][B:4]([C:9]2[CH:14]=[CH:13][C:12]([O:15][CH2:18][C:19]3[CH:20]=[C:21]([CH:26]=[CH:27][CH:28]=3)[C:22]([N:60]3[CH2:71][CH2:70][CH2:69][C@H:61]3[C:62]([OH:64])=[O:63])=[O:24])=[CH:11][CH:10]=2)[O:5]1, predict the reactants needed to synthesize it. The reactants are: [CH3:1][C:2]1([CH3:16])[C:6]([CH3:8])([CH3:7])[O:5][B:4]([C:9]2[CH:14]=[CH:13][C:12]([OH:15])=[CH:11][CH:10]=2)[O:3]1.Br[CH2:18][C:19]1[CH:20]=[C:21]([CH:26]=[CH:27][CH:28]=1)[C:22]([O:24]C)=O.C(=O)([O-])[O-].[K+].[K+].[OH-].[Li+].Cl.C(N=C=NCCCN(C)C)C.CCN=C=NCCCN(C)C.[NH:60]1[CH2:71][CH2:70][CH2:69][C@H:61]1[C:62]([O:64]C(C)(C)C)=[O:63].C(N(CC)CC)C. (5) Given the product [CH2:12]([O:11][C:10]1[C:9](=[O:19])[N:8]2[CH:20]=[CH:21][N:22]([CH2:23][C:24](=[O:31])[N:25]3[CH2:26][CH2:27][CH2:28][CH2:29][CH2:30]3)[C:7]2=[N:6][C:5]=1[C:3]([OH:4])=[O:2])[C:13]1[CH:18]=[CH:17][CH:16]=[CH:15][CH:14]=1, predict the reactants needed to synthesize it. The reactants are: C[O:2][C:3]([C:5]1[N:6]=[C:7]2[N:22]([CH2:23][C:24](=[O:31])[N:25]3[CH2:30][CH2:29][CH2:28][CH2:27][CH2:26]3)[CH:21]=[CH:20][N:8]2[C:9](=[O:19])[C:10]=1[O:11][CH2:12][C:13]1[CH:18]=[CH:17][CH:16]=[CH:15][CH:14]=1)=[O:4].[Li+].[OH-].Cl.